Predict which catalyst facilitates the given reaction. From a dataset of Catalyst prediction with 721,799 reactions and 888 catalyst types from USPTO. (1) Reactant: [Br:1][C:2]1[CH:7]=[CH:6][N:5]=[C:4]2[NH:8][CH:9]=[CH:10][C:3]=12.Cl.[CH3:12][NH:13][CH3:14].[CH2:15]=O. Product: [Br:1][C:2]1[CH:7]=[CH:6][N:5]=[C:4]2[NH:8][CH:9]=[C:10]([CH2:12][N:13]([CH3:15])[CH3:14])[C:3]=12. The catalyst class is: 51. (2) Reactant: [CH3:1][O:2][C:3](=[O:18])[C:4]1[CH:9]=[CH:8][CH:7]=[C:6](OS(C(F)(F)F)(=O)=O)[CH:5]=1.CN1CCCC1=O.[CH2:26]([Mg]Br)[CH2:27][C:28]1[CH:33]=[CH:32][CH:31]=[CH:30][CH:29]=1.Cl. Product: [CH3:1][O:2][C:3](=[O:18])[C:4]1[CH:9]=[CH:8][CH:7]=[C:6]([CH2:26][CH2:27][C:28]2[CH:33]=[CH:32][CH:31]=[CH:30][CH:29]=2)[CH:5]=1. The catalyst class is: 90. (3) Reactant: C(OC([NH:11][CH:12]1[CH2:31][C:15]2([CH2:18][N:17]([C:19]3[CH:24]=[CH:23][CH:22]=[CH:21][C:20]=3/[CH:25]=[CH:26]/[C:27]([O:29][CH3:30])=[O:28])[CH2:16]2)[S:14](=[O:33])(=[O:32])[CH2:13]1)=O)C1C=CC=CC=1.I[Si](C)(C)C. The catalyst class is: 10. Product: [NH2:11][CH:12]1[CH2:31][C:15]2([CH2:18][N:17]([C:19]3[CH:24]=[CH:23][CH:22]=[CH:21][C:20]=3/[CH:25]=[CH:26]/[C:27]([O:29][CH3:30])=[O:28])[CH2:16]2)[S:14](=[O:32])(=[O:33])[CH2:13]1. (4) Reactant: [H-].[Na+].[O:3]1[C:7]2([CH2:12][CH2:11][CH:10]([CH2:13][OH:14])[CH2:9][CH2:8]2)[O:6][CH2:5][CH2:4]1.[CH2:15](Br)[C:16]1[CH:21]=[CH:20][CH:19]=[CH:18][CH:17]=1.O. Product: [CH2:15]([O:14][CH2:13][CH:10]1[CH2:11][CH2:12][C:7]2([O:6][CH2:5][CH2:4][O:3]2)[CH2:8][CH2:9]1)[C:16]1[CH:21]=[CH:20][CH:19]=[CH:18][CH:17]=1. The catalyst class is: 31. (5) Reactant: [C:1]([O:5][C:6]([NH:8][C:9]1[CH:14]=[C:13]([O:15][C:16]2[CH:17]=[C:18]([CH2:22][CH2:23][C:24]([O:26]C)=[O:25])[CH:19]=[CH:20][CH:21]=2)[CH:12]=[CH:11][N:10]=1)=[O:7])([CH3:4])([CH3:3])[CH3:2].[OH-].[Na+]. Product: [C:1]([O:5][C:6]([NH:8][C:9]1[CH:14]=[C:13]([O:15][C:16]2[CH:17]=[C:18]([CH2:22][CH2:23][C:24]([OH:26])=[O:25])[CH:19]=[CH:20][CH:21]=2)[CH:12]=[CH:11][N:10]=1)=[O:7])([CH3:4])([CH3:2])[CH3:3]. The catalyst class is: 92. (6) Reactant: [OH:1][N:2]1[C:7]([CH3:9])([CH3:8])[CH2:6][CH2:5][CH2:4][C:3]1([CH3:11])[CH3:10].N(OC(C)(C)C)=O.[C:19]([C:23]1[CH:24]=[C:25]([CH:27]=[C:28]([C:30]([CH3:33])([CH3:32])[CH3:31])[CH:29]=1)N)([CH3:22])([CH3:21])[CH3:20]. Product: [C:19]([C:23]1[CH:24]=[C:25]([CH:27]=[C:28]([C:30]([CH3:33])([CH3:32])[CH3:31])[CH:29]=1)[O:1][N:2]1[C:7]([CH3:9])([CH3:8])[CH2:6][CH2:5][CH2:4][C:3]1([CH3:11])[CH3:10])([CH3:22])([CH3:21])[CH3:20]. The catalyst class is: 17. (7) Reactant: C(N(S(F)(F)[F:7])CC)C.[F:10][C:11]1[CH:16]=[CH:15][C:14]([C:17]2[C:26]([CH:27](O)[C:28]3[CH:33]=[CH:32][C:31]([O:34][C:35]([F:38])([F:37])[F:36])=[CH:30][CH:29]=3)=[C:25]([CH:40]([CH3:42])[CH3:41])[CH:24]=[C:23]3[C:18]=2[C:19](=[O:45])[CH2:20][C:21]([CH3:44])([CH3:43])[O:22]3)=[CH:13][CH:12]=1.O. Product: [F:10][C:11]1[CH:16]=[CH:15][C:14]([C:17]2[C:26]([CH:27]([F:7])[C:28]3[CH:29]=[CH:30][C:31]([O:34][C:35]([F:36])([F:38])[F:37])=[CH:32][CH:33]=3)=[C:25]([CH:40]([CH3:41])[CH3:42])[CH:24]=[C:23]3[C:18]=2[C:19](=[O:45])[CH2:20][C:21]([CH3:43])([CH3:44])[O:22]3)=[CH:13][CH:12]=1. The catalyst class is: 4. (8) Reactant: [CH3:1][C:2]1([CH3:12])[C:10]2[C:5](=[CH:6][CH:7]=[CH:8][CH:9]=2)[C@@H:4]([NH2:11])[CH2:3]1.[N:13]1[C:20]([Cl:21])=[N:19][C:17](Cl)=[N:16][C:14]=1[Cl:15].CCN(C(C)C)C(C)C. Product: [Cl:15][C:14]1[N:13]=[C:20]([Cl:21])[N:19]=[C:17]([NH:11][C@@H:4]2[C:5]3[C:10](=[CH:9][CH:8]=[CH:7][CH:6]=3)[C:2]([CH3:12])([CH3:1])[CH2:3]2)[N:16]=1. The catalyst class is: 1. (9) Reactant: [O:1]=[C:2]1[NH:6][C:5]([CH2:17][O:18][CH2:19][CH:20]=[CH2:21])([C:7]2[CH:12]=[CH:11][CH:10]=[C:9]([C:13]([F:16])([F:15])[F:14])[CH:8]=2)[C:4](=[O:22])[N:3]1[C:23]1[CH:30]=[CH:29][C:26]([C:27]#[N:28])=[C:25]([C:31]([F:34])([F:33])[F:32])[CH:24]=1.[C:35](=O)([O-])[O-].[K+].[K+].CI. Product: [O:1]=[C:2]1[N:6]([CH3:35])[C:5]([CH2:17][O:18][CH2:19][CH:20]=[CH2:21])([C:7]2[CH:12]=[CH:11][CH:10]=[C:9]([C:13]([F:15])([F:16])[F:14])[CH:8]=2)[C:4](=[O:22])[N:3]1[C:23]1[CH:30]=[CH:29][C:26]([C:27]#[N:28])=[C:25]([C:31]([F:34])([F:32])[F:33])[CH:24]=1. The catalyst class is: 3. (10) The catalyst class is: 23. Product: [Br:13][C:14]1[CH:15]=[C:16]([CH:21]=[CH:22][C:23]=1[CH2:24][NH:1][C:2]([CH3:6])([CH3:5])[CH2:3][OH:4])[C:17]([O:19][CH3:20])=[O:18]. Reactant: [NH2:1][C:2]([CH3:6])([CH3:5])[CH2:3][OH:4].C([O-])([O-])=O.[K+].[K+].[Br:13][C:14]1[CH:15]=[C:16]([CH:21]=[CH:22][C:23]=1[CH2:24]Br)[C:17]([O:19][CH3:20])=[O:18].